This data is from Reaction yield outcomes from USPTO patents with 853,638 reactions. The task is: Predict the reaction yield, written as a fraction of the theoretical maximum amount of product (1.0 means a 100% yield; for example, 0.34 means a 34% yield). (1) The reactants are [F:1][C:2]1[CH:7]=[CH:6][CH:5]=[CH:4][C:3]=1[C:8]1[NH:12][CH:11]=[C:10]([CH:13]=[O:14])[CH:9]=1.[H-].[Na+].C1OCCOCCOCCOCCOC1.Cl.[N:33]1[CH:38]=[CH:37][CH:36]=[C:35]([S:39](Cl)(=[O:41])=[O:40])[CH:34]=1. The catalyst is O1CCCC1.[Cl-].[Na+].O. The product is [F:1][C:2]1[CH:7]=[CH:6][CH:5]=[CH:4][C:3]=1[C:8]1[N:12]([S:39]([C:35]2[CH:34]=[N:33][CH:38]=[CH:37][CH:36]=2)(=[O:41])=[O:40])[CH:11]=[C:10]([CH:13]=[O:14])[CH:9]=1. The yield is 0.820. (2) The reactants are Cl.[N:2]1[CH:7]=[CH:6][CH:5]=[CH:4][C:3]=1[C:8](Cl)=[O:9].[CH3:11][C:12]1[C:17]([NH:18][C:19]2[N:24]=[C:23]([C:25]3[CH:30]=[CH:29][CH:28]=[CH:27][CH:26]=3)[CH:22]=[CH:21][N:20]=2)=[CH:16][C:15]([NH2:31])=[CH:14][N:13]=1. The catalyst is N1C=CC=CC=1. The product is [CH3:11][C:12]1[N:13]=[CH:14][C:15]([NH:31][C:8](=[O:9])[C:3]2[CH:4]=[CH:5][CH:6]=[CH:7][N:2]=2)=[CH:16][C:17]=1[NH:18][C:19]1[N:24]=[C:23]([C:25]2[CH:26]=[CH:27][CH:28]=[CH:29][CH:30]=2)[CH:22]=[CH:21][N:20]=1. The yield is 0.130. (3) The reactants are CS(O[CH:6]([C:25]1[CH:30]=[CH:29][C:28]([Cl:31])=[C:27]([N+:32]([O-:34])=[O:33])[CH:26]=1)[CH2:7][CH2:8][CH:9](OS(C)(=O)=O)[C:10]1[CH:15]=[CH:14][C:13]([Cl:16])=[C:12]([N+:17]([O-:19])=[O:18])[CH:11]=1)(=O)=O.[C:35]([C:39]1[CH:45]=[CH:44][C:42]([NH2:43])=[CH:41][CH:40]=1)([CH3:38])([CH3:37])[CH3:36].O. The catalyst is CN(C=O)C. The product is [C:35]([C:39]1[CH:40]=[CH:41][C:42]([N:43]2[CH:9]([C:10]3[CH:15]=[CH:14][C:13]([Cl:16])=[C:12]([N+:17]([O-:19])=[O:18])[CH:11]=3)[CH2:8][CH2:7][CH:6]2[C:25]2[CH:30]=[CH:29][C:28]([Cl:31])=[C:27]([N+:32]([O-:34])=[O:33])[CH:26]=2)=[CH:44][CH:45]=1)([CH3:38])([CH3:36])[CH3:37]. The yield is 0.720. (4) The reactants are [NH2:1][CH2:2][CH2:3][N:4]([CH2:15][CH3:16])[CH2:5][CH2:6][O:7][C:8]1[C:9]([F:14])=[N:10][CH:11]=[CH:12][CH:13]=1.[I:17][C:18]1[CH:19]=[C:20]2[C:25](=[CH:26][CH:27]=1)[CH:24]=[C:23]([C:28](OCC)=[O:29])[CH:22]=[CH:21]2.C(N(CCNC(C1C=NC2C(=CC=C(I)C=2)N=1)=O)CCOC1C(F)=NC=CC=1)C. No catalyst specified. The product is [CH2:15]([N:4]([CH2:3][CH2:2][NH:1][C:28]([C:23]1[CH:22]=[CH:21][C:20]2[C:25](=[CH:26][CH:27]=[C:18]([I:17])[CH:19]=2)[CH:24]=1)=[O:29])[CH2:5][CH2:6][O:7][C:8]1[C:9]([F:14])=[N:10][CH:11]=[CH:12][CH:13]=1)[CH3:16]. The yield is 0.600. (5) The reactants are [H-].[Na+].[Cl:3][C:4]1[CH:21]=[CH:20][C:7]([CH2:8][N:9]2[CH2:14][CH2:13][C:12](=[O:15])[CH:11]([C:16]([O:18][CH3:19])=[O:17])[CH2:10]2)=[CH:6][CH:5]=1.[CH2:22](Br)[C:23]1[CH:28]=[CH:27][CH:26]=[CH:25][CH:24]=1. The catalyst is CN(C=O)C.C(OCC)(=O)C. The product is [CH2:22]([C:11]1([C:16]([O:18][CH3:19])=[O:17])[C:12](=[O:15])[CH2:13][CH2:14][N:9]([CH2:8][C:7]2[CH:6]=[CH:5][C:4]([Cl:3])=[CH:21][CH:20]=2)[CH2:10]1)[C:23]1[CH:28]=[CH:27][CH:26]=[CH:25][CH:24]=1. The yield is 0.580. (6) The reactants are I[C:2]1[CH:3]=[C:4]([C:12]([O:14][CH3:15])=[O:13])[CH:5]=[C:6]([CH:11]=1)[C:7]([O:9][CH3:10])=[O:8].[C:16]([C:18]1[CH:23]=[CH:22][C:21](B(O)O)=[CH:20][CH:19]=1)#[N:17].C([O-])([O-])=O.[Na+].[Na+]. The catalyst is CO.[Pd]. The product is [C:16]([C:18]1[CH:23]=[CH:22][C:21]([C:2]2[CH:3]=[C:4]([C:12]([O:14][CH3:15])=[O:13])[CH:5]=[C:6]([C:7]([O:9][CH3:10])=[O:8])[CH:11]=2)=[CH:20][CH:19]=1)#[N:17]. The yield is 0.850.